This data is from Peptide-MHC class I binding affinity with 185,985 pairs from IEDB/IMGT. The task is: Regression. Given a peptide amino acid sequence and an MHC pseudo amino acid sequence, predict their binding affinity value. This is MHC class I binding data. (1) The binding affinity (normalized) is 0.466. The peptide sequence is YMYAVSGAL. The MHC is HLA-B15:09 with pseudo-sequence HLA-B15:09. (2) The peptide sequence is TLRFKTKAL. The MHC is HLA-B51:01 with pseudo-sequence HLA-B51:01. The binding affinity (normalized) is 0.213. (3) The peptide sequence is VLYGPDTPV. The MHC is HLA-A02:01 with pseudo-sequence HLA-A02:01. The binding affinity (normalized) is 0.723. (4) The peptide sequence is LVGPTPVNI. The MHC is HLA-B54:01 with pseudo-sequence HLA-B54:01. The binding affinity (normalized) is 0. (5) The peptide sequence is TPGPGVRYPL. The MHC is HLA-B15:03 with pseudo-sequence HLA-B15:03. The binding affinity (normalized) is 0. (6) The peptide sequence is IQKGMFVVK. The MHC is HLA-A02:03 with pseudo-sequence HLA-A02:03. The binding affinity (normalized) is 0.0847. (7) The peptide sequence is RISGVDRYY. The MHC is HLA-A02:06 with pseudo-sequence HLA-A02:06. The binding affinity (normalized) is 0. (8) The peptide sequence is IINAHRIPK. The MHC is HLA-A68:02 with pseudo-sequence HLA-A68:02. The binding affinity (normalized) is 0. (9) The peptide sequence is KPSDGNCTCI. The MHC is Patr-B1301 with pseudo-sequence Patr-B1301. The binding affinity (normalized) is 0.643.